Dataset: Forward reaction prediction with 1.9M reactions from USPTO patents (1976-2016). Task: Predict the product of the given reaction. (1) Given the reactants [F:1][C:2]1[CH:10]=[CH:9][CH:8]=[C:7]2[C:3]=1[CH:4]=[CH:5][NH:6]2.[BH3-]C#N.[Na+].O, predict the reaction product. The product is: [F:1][C:2]1[CH:10]=[CH:9][CH:8]=[C:7]2[C:3]=1[CH2:4][CH2:5][NH:6]2. (2) Given the reactants [O:1]1[CH2:5][CH2:4][CH:3]([C:6]([OH:8])=O)[CH2:2]1.C1CN([P+](ON2N=NC3C=CC=CC2=3)(N2CCCC2)N2CCCC2)CC1.F[P-](F)(F)(F)(F)F.CCN(C(C)C)C(C)C.[CH3:51][C:52]1[O:53][C:54]([C:59]2[CH2:63][C:62]([C:68]3[CH:73]=[C:72]([Cl:74])[C:71]([Cl:75])=[C:70]([Cl:76])[CH:69]=3)([C:64]([F:67])([F:66])[F:65])[O:61][N:60]=2)=[CH:55][C:56]=1[CH2:57][NH2:58], predict the reaction product. The product is: [CH3:51][C:52]1[O:53][C:54]([C:59]2[CH2:63][C:62]([C:68]3[CH:73]=[C:72]([Cl:74])[C:71]([Cl:75])=[C:70]([Cl:76])[CH:69]=3)([C:64]([F:66])([F:65])[F:67])[O:61][N:60]=2)=[CH:55][C:56]=1[CH2:57][NH:58][C:6]([CH:3]1[CH2:4][CH2:5][O:1][CH2:2]1)=[O:8]. (3) Given the reactants [F:1][C:2]([F:27])([F:26])[C:3]([NH:5][CH2:6][C:7]#[C:8][C:9]1[C:10]([NH2:25])=[N:11][C:12](=[O:24])[N:13]([CH:23]=1)[C@@H:14]1[O:22][C@H:19]([CH2:20][OH:21])[C@@H:17]([OH:18])[C@H:15]1[OH:16])=[O:4].C([SiH](CC)CC)C, predict the reaction product. The product is: [F:26][C:2]([F:1])([F:27])[C:3]([NH:5][CH2:6][CH2:7][CH2:8][C:9]1[C:10]([NH2:25])=[N:11][C:12](=[O:24])[N:13]([CH:23]=1)[C@@H:14]1[O:22][C@H:19]([CH2:20][OH:21])[C@@H:17]([OH:18])[C@H:15]1[OH:16])=[O:4]. (4) The product is: [CH:1]1([N:5]2[C:9]3=[N:10][CH:11]=[C:12]([C:14]([F:16])([F:17])[F:15])[CH:13]=[C:8]3[N:7]=[C:6]2[NH:18][C:36](=[O:37])[CH2:35][C:32]2[CH:33]=[CH:34][C:29]([F:28])=[CH:30][CH:31]=2)[CH2:2][CH2:3][CH2:4]1. Given the reactants [CH:1]1([N:5]2[C:9]3=[N:10][CH:11]=[C:12]([C:14]([F:17])([F:16])[F:15])[CH:13]=[C:8]3[N:7]=[C:6]2[NH2:18])[CH2:4][CH2:3][CH2:2]1.C(N(C(C)C)CC)(C)C.[F:28][C:29]1[CH:34]=[CH:33][C:32]([CH2:35][C:36](Cl)=[O:37])=[CH:31][CH:30]=1, predict the reaction product. (5) Given the reactants Br[C:2]1[CH:29]=[C:28]([CH3:30])[C:5]([C:6]([N:8]2[C:16]3[C:11](=[N:12][CH:13]=[CH:14][CH:15]=3)[C:10]([C:17]3[CH:26]=[CH:25][C:20]([C:21]([O:23]C)=[O:22])=[CH:19][C:18]=3[F:27])=[N:9]2)=[O:7])=[C:4]([Cl:31])[CH:3]=1.[OH-:32].[K+].O.Cl, predict the reaction product. The product is: [Cl:31][C:4]1[CH:3]=[C:2]([OH:32])[CH:29]=[C:28]([CH3:30])[C:5]=1[C:6]([N:8]1[C:16]2[C:11](=[N:12][CH:13]=[CH:14][CH:15]=2)[C:10]([C:17]2[CH:26]=[CH:25][C:20]([C:21]([OH:23])=[O:22])=[CH:19][C:18]=2[F:27])=[N:9]1)=[O:7]. (6) Given the reactants Br[CH2:2][C:3]1[C:12]2[C:7](=[C:8]([F:14])[C:9]([F:13])=[CH:10][CH:11]=2)[NH:6][C:5](=[O:15])[CH:4]=1.[NH:16]1[C:20]2[CH:21]=[CH:22][CH:23]=[CH:24][C:19]=2[N:18]=[C:17]1[CH2:25][N:26]([CH3:28])[CH3:27], predict the reaction product. The product is: [CH3:28][N:26]([CH2:25][C:17]1[N:16]([CH2:2][C:3]2[C:12]3[C:7](=[C:8]([F:14])[C:9]([F:13])=[CH:10][CH:11]=3)[NH:6][C:5](=[O:15])[CH:4]=2)[C:20]2[CH:21]=[CH:22][CH:23]=[CH:24][C:19]=2[N:18]=1)[CH3:27]. (7) Given the reactants [N:1]12[CH2:8][CH2:7][CH:4]([CH2:5][CH2:6]1)[C@@H:3]([NH:9][C:10](=[O:27])[O:11][CH:12]([C:20]1[CH:25]=[CH:24][CH:23]=[CH:22][C:21]=1[Cl:26])[C:13]1[CH:18]=[CH:17][C:16]([Cl:19])=[CH:15][CH:14]=1)[CH2:2]2.Cl[CH2:29][C:30]([C:32]1[S:33][CH:34]=[CH:35][CH:36]=1)=[O:31], predict the reaction product. The product is: [Cl-:19].[Cl:26][C:21]1[CH:22]=[CH:23][CH:24]=[CH:25][C:20]=1[CH:12]([C:13]1[CH:14]=[CH:15][C:16]([Cl:19])=[CH:17][CH:18]=1)[O:11][C:10]([NH:9][C@@H:3]1[CH:4]2[CH2:7][CH2:8][N+:1]([CH2:29][C:30](=[O:31])[C:32]3[S:33][CH:34]=[CH:35][CH:36]=3)([CH2:6][CH2:5]2)[CH2:2]1)=[O:27]. (8) The product is: [NH2:1][C:2]1[CH:3]=[C:4]([C:8]2[N:9]=[C:10]([CH3:33])[S:11][C:12]=2[C:13]2[CH:18]=[CH:17][N:16]=[C:15]([NH:19][C:20]3[CH:25]=[CH:24][C:23]([O:26][CH2:27][CH2:28][N:29]([CH3:30])[CH3:31])=[C:22]([Cl:32])[CH:21]=3)[N:14]=2)[CH:5]=[CH:6][CH:7]=1.[Cl:32][C:22]1[CH:21]=[C:20]([NH:19][C:15]2[N:14]=[C:13]([C:12]3[S:11][C:10]([CH3:33])=[N:9][C:8]=3[C:4]3[CH:3]=[C:2]([NH:1][C:42]([NH:41][C:38]4[CH:39]=[CH:40][C:35]([Cl:34])=[C:36]([C:44]([F:46])([F:45])[F:47])[CH:37]=4)=[O:43])[CH:7]=[CH:6][CH:5]=3)[CH:18]=[CH:17][N:16]=2)[CH:25]=[CH:24][C:23]=1[O:26][CH2:27][CH2:28][N:29]([CH3:30])[CH3:31]. Given the reactants [NH2:1][C:2]1[CH:3]=[C:4]([C:8]2[N:9]=[C:10]([CH3:33])[S:11][C:12]=2[C:13]2[CH:18]=[CH:17][N:16]=[C:15]([NH:19][C:20]3[CH:25]=[CH:24][C:23]([O:26][CH2:27][CH2:28][N:29]([CH3:31])[CH3:30])=[C:22]([Cl:32])[CH:21]=3)[N:14]=2)[CH:5]=[CH:6][CH:7]=1.[Cl:34][C:35]1[CH:40]=[CH:39][C:38]([N:41]=[C:42]=[O:43])=[CH:37][C:36]=1[C:44]([F:47])([F:46])[F:45], predict the reaction product. (9) The product is: [O:20]=[C:12]1[NH:13][C:14]2([CH2:16][CH2:17][CH2:18][CH2:19]2)[N:15]=[C:11]1[C:8]1[CH:9]=[CH:10][C:5]([C:2]#[N:3])=[CH:6][CH:7]=1. Given the reactants [Cu][C:2]#[N:3].Br[C:5]1[CH:10]=[CH:9][C:8]([C:11]2[C:12](=[O:20])[NH:13][C:14]3([CH2:19][CH2:18][CH2:17][CH2:16]3)[N:15]=2)=[CH:7][CH:6]=1.O.C(OCC)(=O)C, predict the reaction product. (10) Given the reactants CS([C:5]1[N:10]=[C:9]([N:11]2[CH2:16][CH2:15][C:14](=[O:17])[N:13]3[CH2:18][CH:19]=[C:20]([C:22]4[CH:27]=[CH:26][CH:25]=[CH:24][CH:23]=4)[N:21]=[C:12]23)[CH:8]=[CH:7][N:6]=1)(=O)=O.[C:28]([O:32][C:33](=[O:46])[NH:34][CH:35]([C:37]1[CH:42]=[CH:41][C:40]([CH2:43][CH2:44][NH2:45])=[CH:39][CH:38]=1)[CH3:36])([CH3:31])([CH3:30])[CH3:29].O1CCOCC1, predict the reaction product. The product is: [C:28]([O:32][C:33](=[O:46])[NH:34][CH:35]([C:37]1[CH:42]=[CH:41][C:40]([CH2:43][CH2:44][NH:45][C:5]2[N:10]=[C:9]([N:11]3[CH2:16][CH2:15][C:14](=[O:17])[N:13]4[CH2:18][CH:19]=[C:20]([C:22]5[CH:23]=[CH:24][CH:25]=[CH:26][CH:27]=5)[N:21]=[C:12]34)[CH:8]=[CH:7][N:6]=2)=[CH:39][CH:38]=1)[CH3:36])([CH3:30])([CH3:29])[CH3:31].